From a dataset of NCI-60 drug combinations with 297,098 pairs across 59 cell lines. Regression. Given two drug SMILES strings and cell line genomic features, predict the synergy score measuring deviation from expected non-interaction effect. (1) Drug 1: C1C(C(OC1N2C=C(C(=O)NC2=O)F)CO)O. Drug 2: CC=C1C(=O)NC(C(=O)OC2CC(=O)NC(C(=O)NC(CSSCCC=C2)C(=O)N1)C(C)C)C(C)C. Cell line: A498. Synergy scores: CSS=31.6, Synergy_ZIP=-8.59, Synergy_Bliss=-3.12, Synergy_Loewe=-3.38, Synergy_HSA=0.854. (2) Drug 1: CC1=C(C=C(C=C1)NC2=NC=CC(=N2)N(C)C3=CC4=NN(C(=C4C=C3)C)C)S(=O)(=O)N.Cl. Drug 2: CC1=C2C(C(=O)C3(C(CC4C(C3C(C(C2(C)C)(CC1OC(=O)C(C(C5=CC=CC=C5)NC(=O)C6=CC=CC=C6)O)O)OC(=O)C7=CC=CC=C7)(CO4)OC(=O)C)O)C)OC(=O)C. Cell line: SF-539. Synergy scores: CSS=63.2, Synergy_ZIP=3.38, Synergy_Bliss=3.73, Synergy_Loewe=-15.2, Synergy_HSA=7.67. (3) Drug 1: CCCS(=O)(=O)NC1=C(C(=C(C=C1)F)C(=O)C2=CNC3=C2C=C(C=N3)C4=CC=C(C=C4)Cl)F. Drug 2: C1=CC(=CC=C1CC(C(=O)O)N)N(CCCl)CCCl.Cl. Cell line: OVCAR-5. Synergy scores: CSS=-4.23, Synergy_ZIP=3.17, Synergy_Bliss=2.13, Synergy_Loewe=-7.47, Synergy_HSA=-4.79. (4) Drug 1: CC12CCC3C(C1CCC2=O)CC(=C)C4=CC(=O)C=CC34C. Drug 2: C1CC(=O)NC(=O)C1N2C(=O)C3=CC=CC=C3C2=O. Cell line: RPMI-8226. Synergy scores: CSS=65.3, Synergy_ZIP=0.367, Synergy_Bliss=-0.740, Synergy_Loewe=-0.258, Synergy_HSA=-1.00.